This data is from Peptide-MHC class I binding affinity with 185,985 pairs from IEDB/IMGT. The task is: Regression. Given a peptide amino acid sequence and an MHC pseudo amino acid sequence, predict their binding affinity value. This is MHC class I binding data. (1) The MHC is HLA-A02:01 with pseudo-sequence HLA-A02:01. The binding affinity (normalized) is 0.0847. The peptide sequence is KVCRTLLAK. (2) The peptide sequence is AVRLVVGPL. The binding affinity (normalized) is 0.0847. The MHC is HLA-B39:01 with pseudo-sequence HLA-B39:01. (3) The peptide sequence is LERTSKASLER. The MHC is HLA-A01:01 with pseudo-sequence HLA-A01:01. The binding affinity (normalized) is 0. (4) The peptide sequence is SDLANSHQRSD. The MHC is H-2-Db with pseudo-sequence H-2-Db. The binding affinity (normalized) is 0. (5) The peptide sequence is SEMGANFKA. The MHC is HLA-B44:03 with pseudo-sequence YYTKYREISTNTYENTAYIRYDDYTWAVLAYLSY. The binding affinity (normalized) is 0.546.